Dataset: NCI-60 drug combinations with 297,098 pairs across 59 cell lines. Task: Regression. Given two drug SMILES strings and cell line genomic features, predict the synergy score measuring deviation from expected non-interaction effect. (1) Drug 1: CCC1(C2=C(COC1=O)C(=O)N3CC4=CC5=C(C=CC(=C5CN(C)C)O)N=C4C3=C2)O.Cl. Drug 2: COCCOC1=C(C=C2C(=C1)C(=NC=N2)NC3=CC=CC(=C3)C#C)OCCOC.Cl. Cell line: A498. Synergy scores: CSS=6.62, Synergy_ZIP=0.313, Synergy_Bliss=6.04, Synergy_Loewe=-5.46, Synergy_HSA=-2.93. (2) Drug 1: C1CCC(CC1)NC(=O)N(CCCl)N=O. Drug 2: C1=CC=C(C=C1)NC(=O)CCCCCCC(=O)NO. Cell line: SF-539. Synergy scores: CSS=28.7, Synergy_ZIP=-11.5, Synergy_Bliss=-2.66, Synergy_Loewe=-8.98, Synergy_HSA=-0.963. (3) Cell line: MOLT-4. Drug 1: CCC1=CC2CC(C3=C(CN(C2)C1)C4=CC=CC=C4N3)(C5=C(C=C6C(=C5)C78CCN9C7C(C=CC9)(C(C(C8N6C)(C(=O)OC)O)OC(=O)C)CC)OC)C(=O)OC.C(C(C(=O)O)O)(C(=O)O)O. Synergy scores: CSS=65.0, Synergy_ZIP=-4.06, Synergy_Bliss=-2.78, Synergy_Loewe=-1.71, Synergy_HSA=-1.58. Drug 2: CC1CCCC2(C(O2)CC(NC(=O)CC(C(C(=O)C(C1O)C)(C)C)O)C(=CC3=CSC(=N3)C)C)C. (4) Drug 1: CC1=C(C=C(C=C1)C(=O)NC2=CC(=CC(=C2)C(F)(F)F)N3C=C(N=C3)C)NC4=NC=CC(=N4)C5=CN=CC=C5. Drug 2: CCC1(C2=C(COC1=O)C(=O)N3CC4=CC5=C(C=CC(=C5CN(C)C)O)N=C4C3=C2)O.Cl. Cell line: T-47D. Synergy scores: CSS=10.2, Synergy_ZIP=-2.45, Synergy_Bliss=1.77, Synergy_Loewe=-27.8, Synergy_HSA=-0.938. (5) Drug 1: CCCS(=O)(=O)NC1=C(C(=C(C=C1)F)C(=O)C2=CNC3=C2C=C(C=N3)C4=CC=C(C=C4)Cl)F. Drug 2: C1CN1P(=S)(N2CC2)N3CC3. Cell line: SK-MEL-5. Synergy scores: CSS=30.0, Synergy_ZIP=-6.60, Synergy_Bliss=-4.83, Synergy_Loewe=-6.50, Synergy_HSA=-2.80. (6) Drug 1: C1CN1C2=NC(=NC(=N2)N3CC3)N4CC4. Drug 2: CCC1(CC2CC(C3=C(CCN(C2)C1)C4=CC=CC=C4N3)(C5=C(C=C6C(=C5)C78CCN9C7C(C=CC9)(C(C(C8N6C)(C(=O)OC)O)OC(=O)C)CC)OC)C(=O)OC)O.OS(=O)(=O)O. Cell line: DU-145. Synergy scores: CSS=57.9, Synergy_ZIP=-2.77, Synergy_Bliss=-4.47, Synergy_Loewe=-4.08, Synergy_HSA=-5.01.